Dataset: Full USPTO retrosynthesis dataset with 1.9M reactions from patents (1976-2016). Task: Predict the reactants needed to synthesize the given product. (1) Given the product [NH2:1][C:4]1[CH:5]=[N:6][CH:7]=[CH:8][C:9]=1[C:10]1[O:15][C@H:14]([CH2:16][OH:17])[C@@H:13]([O:18][Si:19]([CH:26]([CH3:27])[CH3:28])([CH:20]([CH3:21])[CH3:22])[CH:23]([CH3:24])[CH3:25])[C@H:12]([O:29][Si:30]([CH:37]([CH3:39])[CH3:38])([CH:31]([CH3:33])[CH3:32])[CH:34]([CH3:36])[CH3:35])[CH:11]=1.[NH2:1][C:4]1[CH:5]=[N:6][CH:7]=[CH:8][C:9]=1[CH:10]1[O:15][C@H:14]([CH2:16][OH:17])[C@@H:13]([O:18][Si:19]([CH:26]([CH3:27])[CH3:28])([CH:20]([CH3:21])[CH3:22])[CH:23]([CH3:24])[CH3:25])[C@H:12]([O:29][Si:30]([CH:37]([CH3:39])[CH3:38])([CH:31]([CH3:33])[CH3:32])[CH:34]([CH3:36])[CH3:35])[CH2:11]1, predict the reactants needed to synthesize it. The reactants are: [N+:1]([C:4]1[CH:5]=[N:6][CH:7]=[CH:8][C:9]=1[C:10]1[O:15][C@H:14]([CH2:16][OH:17])[C@@H:13]([O:18][Si:19]([CH:26]([CH3:28])[CH3:27])([CH:23]([CH3:25])[CH3:24])[CH:20]([CH3:22])[CH3:21])[C@H:12]([O:29][Si:30]([CH:37]([CH3:39])[CH3:38])([CH:34]([CH3:36])[CH3:35])[CH:31]([CH3:33])[CH3:32])[CH:11]=1)([O-])=O. (2) Given the product [F:1][C:2]([F:11])([F:12])[C:3]1[CH:4]=[CH:5][C:6]([NH:9][N:10]=[CH:15][C:14]([OH:18])=[O:17])=[CH:7][CH:8]=1, predict the reactants needed to synthesize it. The reactants are: [F:1][C:2]([F:12])([F:11])[C:3]1[CH:8]=[CH:7][C:6]([NH:9][NH2:10])=[CH:5][CH:4]=1.Cl.[C:14]([OH:18])(=[O:17])[CH:15]=O.C(OCC)(=O)C. (3) The reactants are: CO[C:3]1C=[C:7]([N:9]2[CH2:14][CH2:13][N:12]([CH3:15])[CH2:11][CH2:10]2)[CH:6]=[CH:5][C:4]=1N.CO[C:19]1[CH:20]=[C:21]([N:28]2CCN(C)C[CH2:29]2)[CH:22]=[CH:23][C:24]=1[N+:25]([O-])=O.CC[OH:37]. Given the product [NH2:25][C:24]1[CH:23]=[CH:22][C:21]([N:28]2[CH2:3][CH2:4][CH2:5][CH:6]([C:7]([N:9]3[CH2:10][CH2:11][N:12]([CH3:15])[CH2:13][CH2:14]3)=[O:37])[CH2:29]2)=[CH:20][CH:19]=1, predict the reactants needed to synthesize it.